This data is from Forward reaction prediction with 1.9M reactions from USPTO patents (1976-2016). The task is: Predict the product of the given reaction. Given the reactants [NH2:1][C@H:2]([CH2:5][C:6]1[C:14]2[C:9](=[CH:10][CH:11]=[CH:12][CH:13]=2)[NH:8][CH:7]=1)[CH2:3][OH:4].CS([C:19]1[N:24]=[C:23]([C:25]2[CH:34]=[CH:33][C:32]3[C:27](=[CH:28][CH:29]=[CH:30][CH:31]=3)[CH:26]=2)[CH:22]=[CH:21][N:20]=1)(=O)=O.C(N(C(C)C)CC)(C)C.O, predict the reaction product. The product is: [NH:8]1[C:9]2[C:14](=[CH:13][CH:12]=[CH:11][CH:10]=2)[C:6]([CH2:5][C@@H:2]([NH:1][C:19]2[N:24]=[C:23]([C:25]3[CH:34]=[CH:33][C:32]4[C:27](=[CH:28][CH:29]=[CH:30][CH:31]=4)[CH:26]=3)[CH:22]=[CH:21][N:20]=2)[CH2:3][OH:4])=[CH:7]1.